This data is from Forward reaction prediction with 1.9M reactions from USPTO patents (1976-2016). The task is: Predict the product of the given reaction. (1) Given the reactants C1(P(C2C=CC=CC=2)C2C=CC=CC=2)C=CC=CC=1.[Cl:20][C:21]1[C:26]([CH3:27])=[CH:25][CH:24]=[C:23]([F:28])[C:22]=1[CH:29](O)[CH3:30].C(Br)(Br)(Br)[Br:33], predict the reaction product. The product is: [Br:33][CH:29]([C:22]1[C:21]([Cl:20])=[C:26]([CH3:27])[CH:25]=[CH:24][C:23]=1[F:28])[CH3:30]. (2) Given the reactants [CH2:1]([O:3][C:4]([C:6]1[N:7]([CH2:14][CH:15]2[CH2:17][CH2:16]2)[CH:8]=[C:9]([N+:11]([O-])=O)[N:10]=1)=[O:5])[CH3:2].[H][H], predict the reaction product. The product is: [CH2:1]([O:3][C:4]([C:6]1[N:7]([CH2:14][CH:15]2[CH2:16][CH2:17]2)[CH:8]=[C:9]([NH2:11])[N:10]=1)=[O:5])[CH3:2]. (3) Given the reactants [I:1][C:2]1[CH:3]=[N:4][NH:5][CH:6]=1.Br[CH2:8][C:9]1[CH:13]=[C:12]([CH3:14])[O:11][N:10]=1.C(=O)([O-])[O-].[K+].[K+].CN(C=O)C, predict the reaction product. The product is: [I:1][C:2]1[CH:3]=[N:4][N:5]([CH2:8][C:9]2[CH:13]=[C:12]([CH3:14])[O:11][N:10]=2)[CH:6]=1. (4) Given the reactants C([NH:8][C@@H:9]([CH2:35][C@H:36]1[CH2:41][CH2:40][CH2:39][O:38][CH2:37]1)[CH2:10][NH:11][C:12]([N:14]1[CH2:19][CH2:18][CH2:17][C@@H:16]([C@H:20]([C:28]2[CH:33]=[CH:32][CH:31]=[C:30]([Cl:34])[CH:29]=2)[O:21][CH2:22][CH2:23][NH:24][C:25](=[O:27])[O-:26])[CH2:15]1)=[O:13])(OC(C)(C)C)=O.C(Cl)Cl.[C:45]([OH:51])([C:47]([F:50])([F:49])[F:48])=[O:46], predict the reaction product. The product is: [OH:51][C:45]([C:47]([F:50])([F:49])[F:48])=[O:46].[NH2:8][C@@H:9]([CH2:35][C@H:36]1[CH2:41][CH2:40][CH2:39][O:38][CH2:37]1)[CH2:10][NH:11][C:12]([N:14]1[CH2:19][CH2:18][CH2:17][C@@H:16]([C@H:20]([C:28]2[CH:33]=[CH:32][CH:31]=[C:30]([Cl:34])[CH:29]=2)[O:21][CH2:22][CH2:23][NH:24][C:25](=[O:26])[OH:27])[CH2:15]1)=[O:13]. (5) Given the reactants [Cl:1][C:2]1[C:3]([NH:11][CH2:12][C:13]2[CH:14]=[C:15]([CH:20]=[CH:21][CH:22]=2)[C:16]([O:18][CH3:19])=[O:17])=[N:4][CH:5]=[C:6]([N+:8]([O-:10])=[O:9])[CH:7]=1.[H-].[Na+].[CH3:25]I, predict the reaction product. The product is: [Cl:1][C:2]1[C:3]([N:11]([CH2:12][C:13]2[CH:14]=[C:15]([CH:20]=[CH:21][CH:22]=2)[C:16]([O:18][CH3:19])=[O:17])[CH3:25])=[N:4][CH:5]=[C:6]([N+:8]([O-:10])=[O:9])[CH:7]=1. (6) Given the reactants Cl.Cl.[CH3:3][O:4][C:5]1[CH:10]=[CH:9][N:8]=[CH:7][C:6]=1[C:11]1[CH:30]=[CH:29][C:14]([CH2:15][CH:16]2[C:25]3[CH:24]=[C:23]4[O:26][CH2:27][O:28][C:22]4=[CH:21][C:20]=3[CH2:19][CH2:18][NH:17]2)=[CH:13][CH:12]=1.[C:31]([O:35][C:36](N1CCC2C=C3OCOC3=CC=2C1CC1C=CC(Br)=CC=1)=[O:37])([CH3:34])([CH3:33])[CH3:32].COC1C=CN=CC=1B(O)O.C1(P(C2C=CC=CC=2)C2C=CC=CC=2)C=CC=CC=1.C([O-])([O-])=O.[Na+].[Na+], predict the reaction product. The product is: [C:31]([O:35][C:36]([N:17]1[CH2:18][CH2:19][C:20]2[CH:21]=[C:22]3[O:28][CH2:27][O:26][C:23]3=[CH:24][C:25]=2[CH:16]1[CH2:15][C:14]1[CH:13]=[CH:12][C:11]([C:6]2[CH:7]=[N:8][CH:9]=[CH:10][C:5]=2[O:4][CH3:3])=[CH:30][CH:29]=1)=[O:37])([CH3:34])([CH3:33])[CH3:32]. (7) Given the reactants FC(F)(F)C(O)=O.[NH:8]1[CH2:12][CH2:11][C@@H:10]([S:13][C:14]2[CH:19]=[CH:18][C:17]([OH:20])=[CH:16][CH:15]=2)[CH2:9]1.[C:21]1([CH2:27][CH2:28][CH2:29][CH:30]=O)[CH:26]=[CH:25][CH:24]=[CH:23][CH:22]=1, predict the reaction product. The product is: [C:21]1([CH2:27][CH2:28][CH2:29][CH2:30][N:8]2[CH2:12][CH2:11][C@@H:10]([S:13][C:14]3[CH:19]=[CH:18][C:17]([OH:20])=[CH:16][CH:15]=3)[CH2:9]2)[CH:26]=[CH:25][CH:24]=[CH:23][CH:22]=1.